From a dataset of Full USPTO retrosynthesis dataset with 1.9M reactions from patents (1976-2016). Predict the reactants needed to synthesize the given product. (1) Given the product [O:18]1[CH2:19][CH2:20][N:15]([C:4]2[C:5]3[CH:10]=[C:9]([C:11]([OH:14])([CH3:13])[CH3:12])[S:8][C:6]=3[N:7]=[C:2]([C:29]3[CH:30]=[C:31]4[CH:37]=[CH:36][NH:35][C:32]4=[N:33][CH:34]=3)[N:3]=2)[CH2:16][CH2:17]1, predict the reactants needed to synthesize it. The reactants are: Cl[C:2]1[N:3]=[C:4]([N:15]2[CH2:20][CH2:19][O:18][CH2:17][CH2:16]2)[C:5]2[CH:10]=[C:9]([C:11]([OH:14])([CH3:13])[CH3:12])[S:8][C:6]=2[N:7]=1.CC1(C)C(C)(C)OB([C:29]2[CH:30]=[C:31]3[CH:37]=[CH:36][NH:35][C:32]3=[N:33][CH:34]=2)O1. (2) Given the product [C:12]1(=[O:13])[O:14][CH2:26][CH2:27][CH2:22][CH2:23][CH2:24][CH2:6][CH2:5][CH2:10][CH2:9][CH:8]=[CH:7]1, predict the reactants needed to synthesize it. The reactants are: [H-].[Na+].[Na+].[I-].[CH:5]1[CH:10]=[C:9](Cl)[CH:8]=[C:7]([C:12]([O:14]O)=[O:13])[CH:6]=1.C([O-])(O)=O.[Na+].C[C:22]1[CH:27]=[CH:26]C(S([O-])(=O)=O)=[CH:24][CH:23]=1.[CH:22]1[CH:27]=[CH:26][NH+]=[CH:24][CH:23]=1.C[Si]([N-][Si](C)(C)C)(C)C.[K+].C(OCC)=C. (3) Given the product [CH2:1]([O:3][C:4]([C:6]1([C:9]2[CH:10]=[CH:11][C:12]([C:15]3[CH:20]=[CH:19][C:18]([C:21]4[O:25][N:24]=[C:23]([CH3:26])[C:22]=4[NH:27][C:29]4[CH:34]=[N:33][CH:32]=[C:31]([C:35]5[CH:40]=[CH:39][CH:38]=[CH:37][CH:36]=5)[N:30]=4)=[CH:17][CH:16]=3)=[CH:13][CH:14]=2)[CH2:8][CH2:7]1)=[O:5])[CH3:2], predict the reactants needed to synthesize it. The reactants are: [CH2:1]([O:3][C:4]([C:6]1([C:9]2[CH:14]=[CH:13][C:12]([C:15]3[CH:20]=[CH:19][C:18]([C:21]4[O:25][N:24]=[C:23]([CH3:26])[C:22]=4[NH2:27])=[CH:17][CH:16]=3)=[CH:11][CH:10]=2)[CH2:8][CH2:7]1)=[O:5])[CH3:2].Br[C:29]1[CH:34]=[N:33][CH:32]=[C:31]([C:35]2[CH:40]=[CH:39][CH:38]=[CH:37][CH:36]=2)[N:30]=1. (4) Given the product [C:1]([O:5][C:6]([NH:8][C@@H:9]([CH2:12][CH3:13])[CH:10]([C:15]1[O:14][C:18]2[CH:19]=[CH:20][CH:21]=[CH:22][C:17]=2[N:16]=1)[OH:11])=[O:7])([CH3:4])([CH3:3])[CH3:2], predict the reactants needed to synthesize it. The reactants are: [C:1]([O:5][C:6]([NH:8][C@@H:9]([CH2:12][CH3:13])[CH:10]=[O:11])=[O:7])([CH3:4])([CH3:3])[CH3:2].[O:14]1[C:18]2[CH:19]=[CH:20][CH:21]=[CH:22][C:17]=2[N:16]=[CH:15]1. (5) Given the product [Cl:20][C:21]1[CH:22]=[C:23]([NH:24][C:13](=[O:15])[CH2:12][N:11]2[C:10]3[CH:16]=[CH:17][CH:18]=[CH:19][C:9]=3[N:8]=[C:7]2[C:1]2[CH:2]=[CH:3][CH:4]=[CH:5][CH:6]=2)[CH:25]=[C:26]([Cl:28])[CH:27]=1, predict the reactants needed to synthesize it. The reactants are: [C:1]1([C:7]2[N:11]([CH2:12][C:13]([OH:15])=O)[C:10]3[CH:16]=[CH:17][CH:18]=[CH:19][C:9]=3[N:8]=2)[CH:6]=[CH:5][CH:4]=[CH:3][CH:2]=1.[Cl:20][C:21]1[CH:22]=[C:23]([CH:25]=[C:26]([Cl:28])[CH:27]=1)[NH2:24].CN(C(ON1N=NC2C=CC=NC1=2)=[N+](C)C)C.F[P-](F)(F)(F)(F)F. (6) Given the product [CH2:20]([C:6]1[N:5]=[C:4]([CH2:22][C:23]([CH3:26])([CH3:25])[CH3:24])[C:3]([CH2:2][NH:1][C:57](=[O:58])[O:59][C:60]([CH3:61])([CH3:62])[CH3:63])=[C:12]([C:13]2[CH:14]=[CH:15][C:16]([CH3:19])=[CH:17][CH:18]=2)[C:7]=1[CH2:8][OH:9])[CH3:21], predict the reactants needed to synthesize it. The reactants are: [NH2:1][CH2:2][C:3]1[C:4]([CH2:22][C:23]([CH3:26])([CH3:25])[CH3:24])=[N:5][C:6]([CH2:20][CH3:21])=[C:7]([C:12]=1[C:13]1[CH:18]=[CH:17][C:16]([CH3:19])=[CH:15][CH:14]=1)[C:8](OC)=[O:9].C1(C)C=CC=CC=1.[H-].C([Al+]CC(C)C)C(C)C.C(=O)([O-])O.[Na+].[C:57](O[C:57]([O:59][C:60]([CH3:63])([CH3:62])[CH3:61])=[O:58])([O:59][C:60]([CH3:63])([CH3:62])[CH3:61])=[O:58]. (7) Given the product [F:29][CH:2]([F:1])[C:3]([N:5]1[C@H:9]([CH2:10][F:11])[C@@H:8]([C:12]2[CH:17]=[CH:16][C:15]([C:31]3[CH:32]=[CH:33][C:34]([C:37]([NH:41][C:42](=[O:48])[O:43][C:44]([CH3:47])([CH3:46])[CH3:45])([CH3:40])[CH2:38][OH:39])=[N:35][CH:36]=3)=[CH:14][CH:13]=2)[O:7][C:6]1([CH3:27])[CH3:28])=[O:4], predict the reactants needed to synthesize it. The reactants are: [F:1][CH:2]([F:29])[C:3]([N:5]1[C@H:9]([CH2:10][F:11])[C@@H:8]([C:12]2[CH:17]=[CH:16][C:15](B3OC(C)(C)C(C)(C)O3)=[CH:14][CH:13]=2)[O:7][C:6]1([CH3:28])[CH3:27])=[O:4].Br[C:31]1[CH:32]=[CH:33][C:34]([C:37]([NH:41][C:42](=[O:48])[O:43][C:44]([CH3:47])([CH3:46])[CH3:45])([CH3:40])[CH2:38][OH:39])=[N:35][CH:36]=1.C(=O)(O)[O-].[Na+].